This data is from Forward reaction prediction with 1.9M reactions from USPTO patents (1976-2016). The task is: Predict the product of the given reaction. (1) Given the reactants [CH3:1][O:2][C:3](=[O:33])[CH2:4][C:5]1[CH:6]=[C:7]([C:13]2[CH:18]=[CH:17][C:16]([C:19]([F:22])([F:21])[F:20])=[CH:15][C:14]=2[CH2:23][NH:24][CH2:25][CH2:26][C:27]2[CH:32]=[CH:31][CH:30]=[CH:29][CH:28]=2)[C:8]([O:11][CH3:12])=[CH:9][CH:10]=1.C(N(CC)CC)C.[CH3:41][S:42](Cl)(=[O:44])=[O:43], predict the reaction product. The product is: [CH3:1][O:2][C:3](=[O:33])[CH2:4][C:5]1[CH:6]=[C:7]([C:13]2[CH:18]=[CH:17][C:16]([C:19]([F:21])([F:20])[F:22])=[CH:15][C:14]=2[CH2:23][N:24]([S:42]([CH3:41])(=[O:44])=[O:43])[CH2:25][CH2:26][C:27]2[CH:32]=[CH:31][CH:30]=[CH:29][CH:28]=2)[C:8]([O:11][CH3:12])=[CH:9][CH:10]=1. (2) Given the reactants [CH3:1][C:2]1[C:3]([CH:13]=[O:14])=[CH:4][NH:5][C:6]=1[C:7]1[CH:12]=[CH:11][CH:10]=[CH:9][CH:8]=1.[H-].[Na+].C1OCCOCCOCCOCCOC1.[CH3:32][C:33]1[S:34][C:35]([S:39](Cl)(=[O:41])=[O:40])=[C:36]([CH3:38])[N:37]=1, predict the reaction product. The product is: [CH3:32][C:33]1[S:34][C:35]([S:39]([N:5]2[C:6]([C:7]3[CH:12]=[CH:11][CH:10]=[CH:9][CH:8]=3)=[C:2]([CH3:1])[C:3]([CH:13]=[O:14])=[CH:4]2)(=[O:41])=[O:40])=[C:36]([CH3:38])[N:37]=1. (3) Given the reactants [NH2:1][CH2:2][CH2:3][CH2:4][CH2:5][NH:6][C:7](=[O:13])[O:8][C:9]([CH3:12])([CH3:11])[CH3:10].C(N(CC)CC)C.[CH3:21][S:22](Cl)(=[O:24])=[O:23], predict the reaction product. The product is: [C:9]([O:8][C:7](=[O:13])[NH:6][CH2:5][CH2:4][CH2:3][CH2:2][NH:1][S:22]([CH3:21])(=[O:24])=[O:23])([CH3:10])([CH3:12])[CH3:11]. (4) Given the reactants CC(C)([O-])C.[Na+].Br[CH2:8][CH2:9][CH2:10][CH2:11][CH2:12]Br.[I:14][C:15]1[CH:20]=[CH:19][C:18]([CH2:21][C:22]#[N:23])=[CH:17][CH:16]=1.Cl, predict the reaction product. The product is: [I:14][C:15]1[CH:20]=[CH:19][C:18]([C:21]2([C:22]#[N:23])[CH2:12][CH2:11][CH2:10][CH2:9][CH2:8]2)=[CH:17][CH:16]=1. (5) Given the reactants [Br:1][C:2]1[CH:3]=[C:4]2[C:9](=[CH:10][CH:11]=1)[C:8](Cl)=[N:7][N:6]=[CH:5]2.[CH2:13]1[CH:22]2[CH:17]([CH2:18][CH2:19][CH2:20][CH2:21]2)[CH2:16][CH2:15][NH:14]1.C(=O)([O-])[O-].[K+].[K+], predict the reaction product. The product is: [Br:1][C:2]1[CH:3]=[C:4]2[C:9](=[CH:10][CH:11]=1)[C:8]([N:14]1[CH2:15][CH2:16][CH:17]3[CH:22]([CH2:21][CH2:20][CH2:19][CH2:18]3)[CH2:13]1)=[N:7][N:6]=[CH:5]2. (6) Given the reactants [NH2:1][CH2:2][C:3]1[N:7]=[C:6]([C@H:8]([CH2:17][CH2:18][CH2:19][CH:20]2[CH2:25][CH2:24][CH2:23][CH2:22][CH2:21]2)[CH2:9][C:10]([O:12][C:13]([CH3:16])([CH3:15])[CH3:14])=[O:11])[O:5][N:4]=1.Br[CH2:27][C:28]([NH2:30])=[O:29], predict the reaction product. The product is: [NH2:30][C:28](=[O:29])[CH2:27][NH:1][CH2:2][C:3]1[N:7]=[C:6]([C@H:8]([CH2:17][CH2:18][CH2:19][CH:20]2[CH2:21][CH2:22][CH2:23][CH2:24][CH2:25]2)[CH2:9][C:10]([O:12][C:13]([CH3:15])([CH3:16])[CH3:14])=[O:11])[O:5][N:4]=1. (7) Given the reactants [CH:1]([C:5]1[CH:11]=[CH:10][C:8]([NH2:9])=[CH:7][CH:6]=1)([CH2:3][CH3:4])[CH3:2].[CH2:12]([O:14][C:15](=[O:18])[CH:16]=O)[CH3:13].[Cl:19][C:20]1[C:28]([CH:29]=[CH2:30])=[CH:27][C:23]2[O:24][CH2:25][O:26][C:22]=2[CH:21]=1, predict the reaction product. The product is: [CH2:12]([O:14][C:15]([CH:16]1[CH2:30][CH:29]([C:28]2[C:20]([Cl:19])=[CH:21][C:22]3[O:26][CH2:25][O:24][C:23]=3[CH:27]=2)[C:7]2[C:8](=[CH:10][CH:11]=[C:5]([CH:1]([CH2:3][CH3:4])[CH3:2])[CH:6]=2)[NH:9]1)=[O:18])[CH3:13]. (8) Given the reactants [CH2:1]([O:5][CH2:6][CH2:7][O:8][C:9]1[CH:14]=[CH:13][C:12]([C:15]2[CH:16]=[CH:17][C:18]3[N:24]([S:25]([CH3:28])(=[O:27])=[O:26])[CH2:23][CH2:22][C:21]([C:29]([O:31]C)=[O:30])=[CH:20][C:19]=3[CH:33]=2)=[CH:11][CH:10]=1)[CH2:2][CH2:3][CH3:4].[OH-].[Na+], predict the reaction product. The product is: [CH2:1]([O:5][CH2:6][CH2:7][O:8][C:9]1[CH:10]=[CH:11][C:12]([C:15]2[CH:16]=[CH:17][C:18]3[N:24]([S:25]([CH3:28])(=[O:27])=[O:26])[CH2:23][CH2:22][C:21]([C:29]([OH:31])=[O:30])=[CH:20][C:19]=3[CH:33]=2)=[CH:13][CH:14]=1)[CH2:2][CH2:3][CH3:4]. (9) The product is: [Cl:1][C:2]1[CH:3]=[CH:4][C:5]([N+:12]([O-:14])=[O:13])=[C:6]2[C:11]=1[CH2:10][N:9]([C:22]([O:21][C:18]([CH3:20])([CH3:19])[CH3:17])=[O:23])[CH2:8][CH2:7]2. Given the reactants [Cl:1][C:2]1[CH:3]=[CH:4][C:5]([N+:12]([O-:14])=[O:13])=[C:6]2[C:11]=1[CH2:10][NH:9][CH2:8][CH2:7]2.[OH-].[Na+].[CH3:17][C:18]([O:21][C:22](O[C:22]([O:21][C:18]([CH3:20])([CH3:19])[CH3:17])=[O:23])=[O:23])([CH3:20])[CH3:19].O, predict the reaction product.